The task is: Regression. Given a peptide amino acid sequence and an MHC pseudo amino acid sequence, predict their binding affinity value. This is MHC class I binding data.. This data is from Peptide-MHC class I binding affinity with 185,985 pairs from IEDB/IMGT. The MHC is HLA-B07:02 with pseudo-sequence HLA-B07:02. The peptide sequence is RPGYHTQTAG. The binding affinity (normalized) is 0.931.